From a dataset of Forward reaction prediction with 1.9M reactions from USPTO patents (1976-2016). Predict the product of the given reaction. (1) Given the reactants S(Cl)([Cl:3])=O.[CH3:5][O:6][N:7]=[C:8]([C:17]1[O:21][N:20]=[C:19]([CH3:22])[CH:18]=1)[C:9]1[CH:14]=[CH:13][CH:12]=[CH:11][C:10]=1[CH2:15]O, predict the reaction product. The product is: [CH3:5][O:6][N:7]=[C:8]([C:17]1[O:21][N:20]=[C:19]([CH3:22])[CH:18]=1)[C:9]1[CH:14]=[CH:13][CH:12]=[CH:11][C:10]=1[CH2:15][Cl:3]. (2) The product is: [Cl:41][C:38]1[CH:39]=[CH:40][C:35]([C@H:17]([NH:16][C:2]2[C:3]3[N:11]=[CH:10][CH:9]=[C:8]([C:12]([NH2:14])=[O:13])[C:4]=3[N:5]=[CH:6][N:7]=2)[CH2:18][NH:19][CH:32]([CH3:33])[CH3:34])=[CH:36][C:37]=1[F:42]. Given the reactants O[C:2]1[C:3]2[N:11]=[CH:10][CH:9]=[C:8]([C:12]([NH2:14])=[O:13])[C:4]=2[N:5]=[CH:6][N:7]=1.Cl.[NH2:16][C@@H:17]([C:35]1[CH:40]=[CH:39][C:38]([Cl:41])=[C:37]([F:42])[CH:36]=1)[CH2:18][N:19]([CH:32]([CH3:34])[CH3:33])S(C1C=CC([N+]([O-])=O)=CC=1)(=O)=O, predict the reaction product. (3) The product is: [C:36]([C@@H:38]1[CH2:43][CH2:42][C@H:41]([N:44]2[C:48]3[CH:49]=[C:50]([CH2:53][N:54]4[CH2:59][CH2:58][CH2:57][CH2:56][CH2:55]4)[CH:51]=[CH:52][C:47]=3[N:46]=[C:45]2[NH:60][C:61](=[O:69])[C:62]2[CH:63]=[CH:64][CH:65]=[CH:66][CH:67]=2)[CH2:40][CH2:39]1)(=[O:37])[NH2:35]. Given the reactants NC1N([C@@H]2CC[C@H](C(OC)=O)CC2)C2C=C(CO[Si](C(C)C)(C(C)C)C(C)C)C=CC=2N=1.C([NH:35][C:36]([C@@H:38]1[CH2:43][CH2:42][C@H:41]([N:44]2[C:48]3[CH:49]=[C:50]([CH2:53][N:54]4[CH2:59][CH2:58][CH2:57][CH2:56][CH2:55]4)[CH:51]=[CH:52][C:47]=3[NH:46]/[C:45]/2=[N:60]\[C:61](=[O:69])[C:62]2[CH:67]=[CH:66][C:65](F)=[CH:64][CH:63]=2)[CH2:40][CH2:39]1)=[O:37])C, predict the reaction product.